From a dataset of NCI-60 drug combinations with 297,098 pairs across 59 cell lines. Regression. Given two drug SMILES strings and cell line genomic features, predict the synergy score measuring deviation from expected non-interaction effect. Drug 1: C1=NC(=NC(=O)N1C2C(C(C(O2)CO)O)O)N. Drug 2: C1C(C(OC1N2C=NC(=NC2=O)N)CO)O. Cell line: MALME-3M. Synergy scores: CSS=22.0, Synergy_ZIP=0.615, Synergy_Bliss=5.45, Synergy_Loewe=7.54, Synergy_HSA=7.30.